Dataset: SARS-CoV-2 main protease (3CLPro) crystallographic fragment screen with 879 compounds. Task: Binary Classification. Given a drug SMILES string, predict its activity (active/inactive) in a high-throughput screening assay against a specified biological target. The compound is NC(=O)C12CC1CCN2S(=O)(=O)c1ccccc1. The result is 0 (inactive).